From a dataset of CYP2C9 inhibition data for predicting drug metabolism from PubChem BioAssay. Regression/Classification. Given a drug SMILES string, predict its absorption, distribution, metabolism, or excretion properties. Task type varies by dataset: regression for continuous measurements (e.g., permeability, clearance, half-life) or binary classification for categorical outcomes (e.g., BBB penetration, CYP inhibition). Dataset: cyp2c9_veith. (1) The drug is O=[N+]([O-])c1ccc2nccn2c1. The result is 0 (non-inhibitor). (2) The compound is COc1ncc2nc(-c3cc(F)cc(F)c3)c(=O)n(C[C@H]3CCCO3)c2n1. The result is 0 (non-inhibitor). (3) The drug is CS(=O)(=O)N1CCC[C@@]2(CCN(c3ccncc3)C2)C1. The result is 0 (non-inhibitor). (4) The drug is Cc1ccc(C(C(=O)NC2CCCCC2)N(CC2CCCO2)C(=O)CNC(=O)c2cccs2)cc1. The result is 0 (non-inhibitor). (5) The drug is CCCCC(=O)Nc1ccc(C(=O)NNC(=O)CCc2ccccc2)cc1. The result is 0 (non-inhibitor). (6) The molecule is Cc1noc(C)c1-c1cncnc1NCCN1CCOCC1. The result is 0 (non-inhibitor). (7) The compound is NS(=O)(=O)c1cc2c(cc1Cl)NC=NS2(=O)=O. The result is 0 (non-inhibitor).